Dataset: Full USPTO retrosynthesis dataset with 1.9M reactions from patents (1976-2016). Task: Predict the reactants needed to synthesize the given product. (1) The reactants are: Br[C:2]1[N:7]=[C:6]([C:8]([OH:10])=[O:9])[CH:5]=[N:4][C:3]=1[Cl:11].[NH:12]1[CH2:17][CH2:16][CH2:15][CH2:14][CH2:13]1.[CH3:18]N(C=O)C. Given the product [CH3:18][O:10][C:8]([C:6]1[CH:5]=[N:4][C:3]([Cl:11])=[C:2]([N:12]2[CH2:17][CH2:16][CH2:15][CH2:14][CH2:13]2)[N:7]=1)=[O:9], predict the reactants needed to synthesize it. (2) Given the product [CH:27]1[C:28]2[C:33](=[CH:32][CH:31]=[CH:30][CH:29]=2)[CH:34]=[CH:35][C:26]=1[C:5]1[C:4]2[C:13]([C:12]([C:16]3[CH:25]=[CH:24][C:23]4[C:18](=[CH:19][CH:20]=[CH:21][CH:22]=4)[CH:17]=3)=[C:11]3[C:6]=1[CH:7]=[C:8]([B:44]1[O:45][C:46]([CH3:51])([CH3:52])[C:47]([CH3:49])([CH3:50])[O:48]1)[CH:9]=[CH:10]3)=[CH:14][CH:15]=[CH:2][CH:3]=2, predict the reactants needed to synthesize it. The reactants are: Br[C:2]1[CH:15]=[CH:14][C:13]2[C:4](=[C:5]([C:26]3[CH:35]=[CH:34][C:33]4[C:28](=[CH:29][CH:30]=[CH:31][CH:32]=4)[CH:27]=3)[C:6]3[C:11]([C:12]=2[C:16]2[CH:25]=[CH:24][C:23]4[C:18](=[CH:19][CH:20]=[CH:21][CH:22]=4)[CH:17]=2)=[CH:10][CH:9]=[CH:8][CH:7]=3)[CH:3]=1.[CH3:51][C:46]1([CH3:52])[C:47]([CH3:50])([CH3:49])[O:48][B:44]([B:44]2[O:48][C:47]([CH3:50])([CH3:49])[C:46]([CH3:52])([CH3:51])[O:45]2)[O:45]1.C([O-])(=O)C.[K+]. (3) The reactants are: [C:1]([O:5][C:6](=[O:15])[CH2:7][CH2:8][C:9](N(OC)C)=[O:10])([CH3:4])([CH3:3])[CH3:2].C1COCC1.[H-].C([Al+]CC(C)C)C(C)C.[Cl-].[NH4+]. Given the product [O:10]=[CH:9][CH2:8][CH2:7][C:6]([O:5][C:1]([CH3:4])([CH3:3])[CH3:2])=[O:15], predict the reactants needed to synthesize it. (4) Given the product [CH3:12][NH:14][C:17]([NH:1][C:2]1[CH:3]=[CH:4][C:5]2[O:9][CH2:8][C:7](=[O:10])[C:6]=2[CH:11]=1)=[O:22], predict the reactants needed to synthesize it. The reactants are: [NH2:1][C:2]1[CH:3]=[CH:4][C:5]2[O:9][CH2:8][C:7](=[O:10])[C:6]=2[CH:11]=1.[CH2:12]([N:14]([CH2:17]C)CC)C.ClC(Cl)([O:22]C(=O)OC(Cl)(Cl)Cl)Cl.CN.C1COCC1. (5) Given the product [CH2:43]([N:5]([CH2:1][CH2:2][CH2:3][CH3:4])[C:6]([C:8]1[N:9]=[C:10]([C:21]2[CH:30]=[CH:29][C:24]([C:25]([O:27][CH3:28])=[O:26])=[CH:23][C:22]=2[C:31]([N:33]2[CH2:42][CH2:41][C:40]3[C:35](=[CH:36][CH:37]=[CH:38][CH:39]=3)[CH2:34]2)=[O:32])[NH:11][CH:12]=1)=[O:7])[CH2:44][CH2:45][CH3:46], predict the reactants needed to synthesize it. The reactants are: [CH2:1]([N:5]([CH2:43][CH2:44][CH2:45][CH3:46])[C:6]([C:8]1[N:9]=[C:10]([C:21]2[CH:30]=[CH:29][C:24]([C:25]([O:27][CH3:28])=[O:26])=[CH:23][C:22]=2[C:31]([N:33]2[CH2:42][CH2:41][C:40]3[C:35](=[CH:36][CH:37]=[CH:38][CH:39]=3)[CH2:34]2)=[O:32])[N:11](COCC[Si](C)(C)C)[CH:12]=1)=[O:7])[CH2:2][CH2:3][CH3:4].FC(F)(F)C(O)=O. (6) Given the product [NH2:7][C:8]12[CH2:15][CH:14]3[CH2:16][C:10]([CH2:17][N:18]4[C:19](=[O:28])[C:20]5[C:25](=[CH:24][CH:23]=[CH:22][CH:21]=5)[C:26]4=[O:27])([CH2:11][CH:12]1[CH2:13]3)[CH2:9]2, predict the reactants needed to synthesize it. The reactants are: C(OC(=O)[NH:7][C:8]12[CH2:15][CH:14]3[CH2:16][C:10]([CH2:17][N:18]4[C:26](=[O:27])[C:25]5[C:20](=[CH:21][CH:22]=[CH:23][CH:24]=5)[C:19]4=[O:28])([CH2:11][CH:12]1[CH2:13]3)[CH2:9]2)(C)(C)C.FC(F)(F)C(O)=O.